Dataset: Blood-brain barrier permeability classification from the B3DB database. Task: Regression/Classification. Given a drug SMILES string, predict its absorption, distribution, metabolism, or excretion properties. Task type varies by dataset: regression for continuous measurements (e.g., permeability, clearance, half-life) or binary classification for categorical outcomes (e.g., BBB penetration, CYP inhibition). Dataset: b3db_classification. The compound is CCCCNc1cc(C(=O)O)cc(S(N)(=O)=O)c1Oc1ccccc1. The result is 0 (does not penetrate BBB).